Dataset: Peptide-MHC class II binding affinity with 134,281 pairs from IEDB. Task: Regression. Given a peptide amino acid sequence and an MHC pseudo amino acid sequence, predict their binding affinity value. This is MHC class II binding data. (1) The binding affinity (normalized) is 0.433. The MHC is DRB1_1101 with pseudo-sequence DRB1_1101. The peptide sequence is TFGAASNKAFAEGLS. (2) The peptide sequence is AAATDGTTVYGAFAA. The MHC is HLA-DQA10501-DQB10301 with pseudo-sequence HLA-DQA10501-DQB10301. The binding affinity (normalized) is 0.555. (3) The peptide sequence is KYSHGMDLADLFNAQ. The MHC is H-2-IAb with pseudo-sequence H-2-IAb. The binding affinity (normalized) is 0. (4) The peptide sequence is AFKVAATAQNAAPAN. The MHC is HLA-DPA10103-DPB10301 with pseudo-sequence HLA-DPA10103-DPB10301. The binding affinity (normalized) is 0.612. (5) The peptide sequence is GELQIPDKIDAAFKI. The MHC is DRB1_0701 with pseudo-sequence DRB1_0701. The binding affinity (normalized) is 0.384.